Dataset: Reaction yield outcomes from USPTO patents with 853,638 reactions. Task: Predict the reaction yield, written as a fraction of the theoretical maximum amount of product (1.0 means a 100% yield; for example, 0.34 means a 34% yield). (1) The reactants are [CH2:1]([O:4][N:5]1[C:11](=[O:12])[N:10]2[CH2:13][CH:6]1[C:7]([CH2:16][O:17][CH3:18])=[CH:8][C@H:9]2[CH2:14][OH:15])[CH:2]=[CH2:3].I[CH3:20].[Al]. The catalyst is C(#N)C.[Ag]=O. The product is [CH2:1]([O:4][N:5]1[C:11](=[O:12])[N:10]2[CH2:13][CH:6]1[C:7]([CH2:16][O:17][CH3:18])=[CH:8][C@H:9]2[CH2:14][O:15][CH3:20])[CH:2]=[CH2:3]. The yield is 0.316. (2) The product is [Br:8][C:6]1[N:7]=[C:2]([NH:27][C:23]2[C:24]([CH3:26])=[N:25][C:20]([O:19][CH:18]([F:17])[F:29])=[C:21]([CH3:28])[CH:22]=2)[C:3](=[O:16])[N:4]([CH2:9][C@H:13]([CH:15]2[CH2:14][CH2:30]2)[O:43][CH3:42])[CH:5]=1. The yield is 0.950. No catalyst specified. The reactants are Br[C:2]1[C:3](=[O:16])[N:4]([C@@H:9]([CH:13]2[CH2:15][CH2:14]2)COC)[CH:5]=[C:6]([Br:8])[N:7]=1.[F:17][CH:18]([F:29])[O:19][C:20]1[N:25]=[C:24]([CH3:26])[C:23]([NH2:27])=[CH:22][C:21]=1[CH3:28].[CH3:30][Si]([N-][Si](C)(C)C)(C)C.[Na+].C1C[O:43][CH2:42]C1. (3) The reactants are [CH2:1]([C:5]1[N:6]([CH2:13][C:14]2[CH:19]=[CH:18][C:17]([C:20]3[C:21]([C:26]#[N:27])=[CH:22][CH:23]=[CH:24][CH:25]=3)=[CH:16][C:15]=2[F:28])[C:7](=[O:12])[CH:8]=[C:9]([CH3:11])[N:10]=1)[CH2:2][CH2:3][CH3:4].C([O-])(=O)C.[Na+].[Br:34]Br. The catalyst is C(O)(=O)C.C(OCC)(=O)C. The product is [Br:34][C:8]1[C:7](=[O:12])[N:6]([CH2:13][C:14]2[CH:19]=[CH:18][C:17]([C:20]3[C:21]([C:26]#[N:27])=[CH:22][CH:23]=[CH:24][CH:25]=3)=[CH:16][C:15]=2[F:28])[C:5]([CH2:1][CH2:2][CH2:3][CH3:4])=[N:10][C:9]=1[CH3:11]. The yield is 0.600. (4) The reactants are O=[C:2]([CH2:8][C:9](=O)[C:10]1[CH:20]=[CH:19][C:13]2[O:14][CH2:15][C:16](=[O:18])[NH:17][C:12]=2[CH:11]=1)[C:3]([O:5][CH2:6][CH3:7])=[O:4].Cl.[F:23][C:24]1[CH:29]=[CH:28][C:27]([NH:30][NH2:31])=[CH:26][CH:25]=1. No catalyst specified. The product is [F:23][C:24]1[CH:29]=[CH:28][C:27]([N:30]2[C:9]([C:10]3[CH:20]=[CH:19][C:13]4[O:14][CH2:15][C:16](=[O:18])[NH:17][C:12]=4[CH:11]=3)=[CH:8][C:2]([C:3]([O:5][CH2:6][CH3:7])=[O:4])=[N:31]2)=[CH:26][CH:25]=1. The yield is 0.800. (5) The reactants are [CH3:1][C:2]1[C:10]2[C:5](=[N:6][C:7]([CH3:26])=[C:8]([CH:18]([CH2:23][CH2:24][CH3:25])[C:19]([O:21]C)=[O:20])[C:9]=2[C:11]2[CH:16]=[CH:15][C:14]([CH3:17])=[CH:13][CH:12]=2)[S:4][CH:3]=1.[OH-].[Na+]. The catalyst is CO.C(O)C. The product is [CH3:1][C:2]1[C:10]2[C:5](=[N:6][C:7]([CH3:26])=[C:8]([CH:18]([CH2:23][CH2:24][CH3:25])[C:19]([OH:21])=[O:20])[C:9]=2[C:11]2[CH:12]=[CH:13][C:14]([CH3:17])=[CH:15][CH:16]=2)[S:4][CH:3]=1. The yield is 0.620. (6) The reactants are O=[C:2]1[CH2:7][CH2:6][CH2:5][N:4]([C:8]([O:10][C:11]([CH3:14])([CH3:13])[CH3:12])=[O:9])[CH2:3]1.[Cl-].[NH4+:16].[C-]#N.[K+].C([N:22]([CH2:25]C)CC)C.[C:27](Cl)(=[O:29])[CH3:28].C(=O)([O-])O.[Na+]. The catalyst is C(O)(C)C.O1CCCC1. The product is [C:27]([NH:16][C:2]1([C:25]#[N:22])[CH2:7][CH2:6][CH2:5][N:4]([C:8]([O:10][C:11]([CH3:14])([CH3:13])[CH3:12])=[O:9])[CH2:3]1)(=[O:29])[CH3:28]. The yield is 0.780.